From a dataset of NCI-60 drug combinations with 297,098 pairs across 59 cell lines. Regression. Given two drug SMILES strings and cell line genomic features, predict the synergy score measuring deviation from expected non-interaction effect. (1) Drug 1: COC1=C(C=C2C(=C1)N=CN=C2NC3=CC(=C(C=C3)F)Cl)OCCCN4CCOCC4. Drug 2: CS(=O)(=O)CCNCC1=CC=C(O1)C2=CC3=C(C=C2)N=CN=C3NC4=CC(=C(C=C4)OCC5=CC(=CC=C5)F)Cl. Cell line: EKVX. Synergy scores: CSS=30.1, Synergy_ZIP=-7.17, Synergy_Bliss=-0.826, Synergy_Loewe=0.993, Synergy_HSA=3.22. (2) Drug 1: C1=CC(=C2C(=C1NCCNCCO)C(=O)C3=C(C=CC(=C3C2=O)O)O)NCCNCCO. Drug 2: COC1=C2C(=CC3=C1OC=C3)C=CC(=O)O2. Cell line: SF-539. Synergy scores: CSS=46.4, Synergy_ZIP=16.4, Synergy_Bliss=15.4, Synergy_Loewe=-19.6, Synergy_HSA=8.48. (3) Drug 1: CCC1=CC2CC(C3=C(CN(C2)C1)C4=CC=CC=C4N3)(C5=C(C=C6C(=C5)C78CCN9C7C(C=CC9)(C(C(C8N6C)(C(=O)OC)O)OC(=O)C)CC)OC)C(=O)OC.C(C(C(=O)O)O)(C(=O)O)O. Drug 2: CC1=C(N=C(N=C1N)C(CC(=O)N)NCC(C(=O)N)N)C(=O)NC(C(C2=CN=CN2)OC3C(C(C(C(O3)CO)O)O)OC4C(C(C(C(O4)CO)O)OC(=O)N)O)C(=O)NC(C)C(C(C)C(=O)NC(C(C)O)C(=O)NCCC5=NC(=CS5)C6=NC(=CS6)C(=O)NCCC[S+](C)C)O. Cell line: NCI/ADR-RES. Synergy scores: CSS=7.99, Synergy_ZIP=3.54, Synergy_Bliss=3.60, Synergy_Loewe=-5.21, Synergy_HSA=2.80. (4) Drug 1: CN(C)N=NC1=C(NC=N1)C(=O)N. Drug 2: C1CC(C1)(C(=O)O)C(=O)O.[NH2-].[NH2-].[Pt+2]. Cell line: TK-10. Synergy scores: CSS=12.9, Synergy_ZIP=-3.43, Synergy_Bliss=-0.422, Synergy_Loewe=-5.23, Synergy_HSA=-1.25. (5) Drug 1: CN(CC1=CN=C2C(=N1)C(=NC(=N2)N)N)C3=CC=C(C=C3)C(=O)NC(CCC(=O)O)C(=O)O. Drug 2: CC1C(C(CC(O1)OC2CC(CC3=C2C(=C4C(=C3O)C(=O)C5=CC=CC=C5C4=O)O)(C(=O)C)O)N)O. Cell line: MDA-MB-231. Synergy scores: CSS=41.5, Synergy_ZIP=-4.02, Synergy_Bliss=-3.21, Synergy_Loewe=-16.0, Synergy_HSA=-2.27. (6) Drug 1: CC1C(C(CC(O1)OC2CC(CC3=C2C(=C4C(=C3O)C(=O)C5=C(C4=O)C(=CC=C5)OC)O)(C(=O)C)O)N)O.Cl. Drug 2: COC1=C2C(=CC3=C1OC=C3)C=CC(=O)O2. Cell line: LOX IMVI. Synergy scores: CSS=17.6, Synergy_ZIP=-1.26, Synergy_Bliss=4.40, Synergy_Loewe=-25.3, Synergy_HSA=3.41. (7) Drug 1: C1CCC(CC1)NC(=O)N(CCCl)N=O. Drug 2: CN(CC1=CN=C2C(=N1)C(=NC(=N2)N)N)C3=CC=C(C=C3)C(=O)NC(CCC(=O)O)C(=O)O. Cell line: SNB-75. Synergy scores: CSS=39.7, Synergy_ZIP=-9.26, Synergy_Bliss=-0.530, Synergy_Loewe=-7.89, Synergy_HSA=1.63. (8) Drug 1: CC1=C2C(C(=O)C3(C(CC4C(C3C(C(C2(C)C)(CC1OC(=O)C(C(C5=CC=CC=C5)NC(=O)OC(C)(C)C)O)O)OC(=O)C6=CC=CC=C6)(CO4)OC(=O)C)OC)C)OC. Drug 2: C1=NC(=NC(=O)N1C2C(C(C(O2)CO)O)O)N. Cell line: SR. Synergy scores: CSS=97.5, Synergy_ZIP=25.3, Synergy_Bliss=24.0, Synergy_Loewe=22.2, Synergy_HSA=26.1. (9) Drug 1: CC(C)(C#N)C1=CC(=CC(=C1)CN2C=NC=N2)C(C)(C)C#N. Drug 2: COCCOC1=C(C=C2C(=C1)C(=NC=N2)NC3=CC=CC(=C3)C#C)OCCOC.Cl. Cell line: KM12. Synergy scores: CSS=-2.78, Synergy_ZIP=0.761, Synergy_Bliss=-0.658, Synergy_Loewe=-3.16, Synergy_HSA=-2.97. (10) Drug 1: C1=CC(=CC=C1C#N)C(C2=CC=C(C=C2)C#N)N3C=NC=N3. Drug 2: CCC1(CC2CC(C3=C(CCN(C2)C1)C4=CC=CC=C4N3)(C5=C(C=C6C(=C5)C78CCN9C7C(C=CC9)(C(C(C8N6C)(C(=O)OC)O)OC(=O)C)CC)OC)C(=O)OC)O.OS(=O)(=O)O. Cell line: A549. Synergy scores: CSS=-5.81, Synergy_ZIP=3.06, Synergy_Bliss=-1.15, Synergy_Loewe=-42.9, Synergy_HSA=-7.35.